From a dataset of Catalyst prediction with 721,799 reactions and 888 catalyst types from USPTO. Predict which catalyst facilitates the given reaction. (1) Reactant: C([O:3][C:4](=[O:34])[CH2:5][N:6]1[C:14]2[CH2:13][CH2:12][CH2:11][C@@H:10]([N:15]([CH3:33])[S:16]([C:19]3[CH:24]=[C:23]([C:25]([F:28])([F:27])[F:26])[CH:22]=[C:21]([C:29]4([CH3:32])[CH2:31][CH2:30]4)[CH:20]=3)(=[O:18])=[O:17])[C:9]=2[CH:8]=[N:7]1)C. Product: [CH3:33][N:15]([S:16]([C:19]1[CH:24]=[C:23]([C:25]([F:28])([F:27])[F:26])[CH:22]=[C:21]([C:29]2([CH3:32])[CH2:31][CH2:30]2)[CH:20]=1)(=[O:18])=[O:17])[C@@H:10]1[CH2:11][CH2:12][CH2:13][C:14]2[N:6]([CH2:5][C:4]([OH:34])=[O:3])[N:7]=[CH:8][C:9]1=2. The catalyst class is: 15. (2) Reactant: [NH2:1][C:2]1[CH:9]=[CH:8][C:5]([CH2:6][OH:7])=[CH:4][CH:3]=1.C(N(CC)CC)C.[CH3:17][Si:18]([CH3:21])([CH3:20])Cl. Product: [CH3:17][Si:18]([CH3:21])([CH3:20])[O:7][CH2:6][C:5]1[CH:8]=[CH:9][C:2]([NH2:1])=[CH:3][CH:4]=1. The catalyst class is: 1.